From a dataset of Reaction yield outcomes from USPTO patents with 853,638 reactions. Predict the reaction yield, written as a fraction of the theoretical maximum amount of product (1.0 means a 100% yield; for example, 0.34 means a 34% yield). (1) The catalyst is COCCOC.C1(P(C2C=CC=CC=2)C2C=CC=CC=2)C=CC=CC=1.C1(P(C2C=CC=CC=2)C2C=CC=CC=2)C=CC=CC=1.C1(P(C2C=CC=CC=2)C2C=CC=CC=2)C=CC=CC=1.C1(P(C2C=CC=CC=2)C2C=CC=CC=2)C=CC=CC=1.[Pd]. The reactants are I[C:2]1[CH:7]=[CH:6][CH:5]=[CH:4][C:3]=1[OH:8].[CH:9]([O:12][C:13]1[CH:18]=[CH:17][C:16](B2OC(C)(C)C(C)(C)O2)=[C:15]([CH3:28])[CH:14]=1)([CH3:11])[CH3:10].C(=O)([O-])[O-].[Cs+].[Cs+].Cl. The yield is 0.310. The product is [CH:9]([O:12][C:13]1[CH:18]=[CH:17][C:16]([C:2]2[C:3]([OH:8])=[CH:4][CH:5]=[CH:6][CH:7]=2)=[C:15]([CH3:28])[CH:14]=1)([CH3:10])[CH3:11]. (2) The reactants are [NH:1]1[CH:5]=[C:4]([C:6]([O:8][CH2:9][CH3:10])=[O:7])[CH:3]=[N:2]1.[CH2:11]([O:14][C:15]1[CH:20]=[CH:19][CH:18]=[CH:17][C:16]=1[CH2:21]Cl)[CH:12]=[CH2:13].C([O-])([O-])=O.[K+].[K+]. The catalyst is CC#N. The product is [CH2:11]([O:14][C:15]1[CH:20]=[CH:19][CH:18]=[CH:17][C:16]=1[CH2:21][N:1]1[CH:5]=[C:4]([C:6]([O:8][CH2:9][CH3:10])=[O:7])[CH:3]=[N:2]1)[CH:12]=[CH2:13]. The yield is 1.00. (3) The reactants are [CH3:1][C:2]1[CH:3]=[C:4]([C:33]2[CH:38]=[CH:37][CH:36]=[C:35]([C:39](O)=[O:40])[CH:34]=2)[CH:5]=[CH:6][C:7]=1[O:8][C@@H:9]1[C@:14]([O:16]C(=O)C)([CH3:15])[C@@H:13]([O:20]C(=O)C)[C@H:12]([O:24]C(=O)C)[C@@H:11]([CH2:28][O:29]C(=O)C)[O:10]1.[NH2:42][CH2:43][CH2:44][O:45][CH2:46][CH2:47][O:48][CH2:49][CH2:50][NH:51][C:52](=[O:58])[O:53][C:54]([CH3:57])([CH3:56])[CH3:55].CN(C(ON1N=NC2C=CC=NC1=2)=[N+](C)C)C.F[P-](F)(F)(F)(F)F.CCN(C(C)C)C(C)C.C[O-].[Na+].CO. The catalyst is CN(C=O)C.CCOC(C)=O. The product is [CH3:1][C:2]1[CH:3]=[C:4]([C:33]2[CH:34]=[C:35]([CH:36]=[CH:37][CH:38]=2)[C:39]([NH:42][CH2:43][CH2:44][O:45][CH2:46][CH2:47][O:48][CH2:49][CH2:50][NH:51][C:52](=[O:58])[O:53][C:54]([CH3:55])([CH3:57])[CH3:56])=[O:40])[CH:5]=[CH:6][C:7]=1[O:8][C@@H:9]1[C@:14]([OH:16])([CH3:15])[C@@H:13]([OH:20])[C@H:12]([OH:24])[C@@H:11]([CH2:28][OH:29])[O:10]1. The yield is 0.450.